This data is from Full USPTO retrosynthesis dataset with 1.9M reactions from patents (1976-2016). The task is: Predict the reactants needed to synthesize the given product. (1) Given the product [C:1]([C:3](=[C:9]([C:16]1[CH:21]=[CH:20][CH:19]=[CH:18][CH:17]=1)[C:10]1[CH:11]=[CH:12][CH:13]=[CH:14][CH:15]=1)[C:4]([OH:6])=[O:5])#[N:2], predict the reactants needed to synthesize it. The reactants are: [C:1]([C:3](=[C:9]([C:16]1[CH:21]=[CH:20][CH:19]=[CH:18][CH:17]=1)[C:10]1[CH:15]=[CH:14][CH:13]=[CH:12][CH:11]=1)[C:4]([O:6]CC)=[O:5])#[N:2].O.[OH-].[K+].Cl. (2) Given the product [C:14]1([CH3:21])[CH:15]=[C:16]([CH3:20])[CH:17]=[C:18]([CH3:19])[C:13]=1[C:11]1[N:12]=[C:8]([NH:7][C:5](=[O:6])[C:4]2[CH:22]=[CH:23][N:24]=[C:2]([N:25]3[CH2:30][CH2:29][O:28][CH2:27][CH2:26]3)[CH:3]=2)[S:9][CH:10]=1, predict the reactants needed to synthesize it. The reactants are: Cl[C:2]1[CH:3]=[C:4]([CH:22]=[CH:23][N:24]=1)[C:5]([NH:7][C:8]1[S:9][CH:10]=[C:11]([C:13]2[C:18]([CH3:19])=[CH:17][C:16]([CH3:20])=[CH:15][C:14]=2[CH3:21])[N:12]=1)=[O:6].[NH:25]1[CH2:30][CH2:29][O:28][CH2:27][CH2:26]1.O. (3) Given the product [CH2:1]([O:8][C:9](=[O:32])[NH:10][C:11]1[CH:16]=[CH:15][CH:14]=[C:13]([O:17][C:18]2[CH:23]=[CH:22][C:21]([NH2:24])=[C:20]([CH2:27][NH:28][CH2:29][CH2:30][CH3:31])[CH:19]=2)[CH:12]=1)[C:2]1[CH:7]=[CH:6][CH:5]=[CH:4][CH:3]=1, predict the reactants needed to synthesize it. The reactants are: [CH2:1]([O:8][C:9](=[O:32])[NH:10][C:11]1[CH:16]=[CH:15][CH:14]=[C:13]([O:17][C:18]2[CH:23]=[CH:22][C:21]([N+:24]([O-])=O)=[C:20]([CH2:27][NH:28][CH2:29][CH2:30][CH3:31])[CH:19]=2)[CH:12]=1)[C:2]1[CH:7]=[CH:6][CH:5]=[CH:4][CH:3]=1.S1C=CC=C1.O=[Si]=O. (4) Given the product [CH2:1]([O:4][C:5]1([CH3:39])[CH2:10][CH2:9][N:8]([C:11]2[N:16]3[CH:17]=[C:18]([C:20]4[CH:21]=[C:22]([C:43]5[CH:44]=[C:45]([F:47])[CH:46]=[C:41]([F:40])[C:42]=5[O:59][C@H:60]([CH2:62][CH:63]=[CH2:64])[CH3:61])[CH:23]=[CH:24][CH:25]=4)[N:19]=[C:15]3[C:14]([CH3:27])=[C:13]([CH3:28])[C:12]=2[C@H:29]([O:34][C:35]([CH3:38])([CH3:37])[CH3:36])[C:30]([O:32][CH3:33])=[O:31])[CH2:7][CH2:6]1)[CH:2]=[CH2:3], predict the reactants needed to synthesize it. The reactants are: [CH2:1]([O:4][C:5]1([CH3:39])[CH2:10][CH2:9][N:8]([C:11]2[N:16]3[CH:17]=[C:18]([C:20]4[CH:25]=[CH:24][CH:23]=[C:22](Br)[CH:21]=4)[N:19]=[C:15]3[C:14]([CH3:27])=[C:13]([CH3:28])[C:12]=2[C@H:29]([O:34][C:35]([CH3:38])([CH3:37])[CH3:36])[C:30]([O:32][CH3:33])=[O:31])[CH2:7][CH2:6]1)[CH:2]=[CH2:3].[F:40][C:41]1[C:42]([O:59][C@H:60]([CH2:62][CH:63]=[CH2:64])[CH3:61])=[C:43](B2OC(=O)CN(C)CC(=O)O2)[CH:44]=[C:45]([F:47])[CH:46]=1.C(OC1(C)CCN(C2N3C=C(C4C=C(C5C=C(F)C(F)=CC=5O[C@H](CC=C)C)C=CC=4)N=C3C(C)=C(C)C=2[C@H](OC(C)(C)C)C(OC)=O)CC1)C=C. (5) Given the product [Cl:6][C:7]1[CH:8]=[C:9]([NH:21][C:22]2[C:23]3[C:30]4[CH2:31][CH2:32][CH:33]([CH2:35][CH2:36][O:37][S:2]([CH3:1])(=[O:4])=[O:3])[CH2:34][C:29]=4[S:28][C:24]=3[N:25]=[CH:26][N:27]=2)[CH:10]=[CH:11][C:12]=1[O:13][CH2:14][C:15]1[CH:20]=[CH:19][CH:18]=[CH:17][N:16]=1, predict the reactants needed to synthesize it. The reactants are: [CH3:1][S:2](Cl)(=[O:4])=[O:3].[Cl:6][C:7]1[CH:8]=[C:9]([NH:21][C:22]2[C:23]3[C:30]4[CH2:31][CH2:32][CH:33]([CH2:35][CH2:36][OH:37])[CH2:34][C:29]=4[S:28][C:24]=3[N:25]=[CH:26][N:27]=2)[CH:10]=[CH:11][C:12]=1[O:13][CH2:14][C:15]1[CH:20]=[CH:19][CH:18]=[CH:17][N:16]=1. (6) Given the product [CH3:2][CH:19]1[C:18](=[O:21])[CH2:17][CH2:16][C:15]2([O:14][CH2:13][CH2:12][O:11]2)[CH2:20]1, predict the reactants needed to synthesize it. The reactants are: [Li+].[CH3:2][Si]([N-][Si](C)(C)C)(C)C.[O:11]1[C:15]2([CH2:20][CH2:19][C:18](=[O:21])[CH2:17][CH2:16]2)[O:14][CH2:13][CH2:12]1.[Cl-].[NH4+]. (7) Given the product [C:40]([OH:45])(=[O:44])[C:41]([OH:43])=[O:42].[CH3:1][O:2][C:25]1[CH:26]=[CH:27][C:22]2[N:21]=[C:20](/[CH:32]=[CH:33]/[C:34]3[CH:39]=[CH:38][CH:37]=[CH:36][CH:35]=3)[N:19]([C:14]3[CH:15]=[CH:16][CH:17]=[CH:18][N:13]=3)[C:23]=2[CH:24]=1, predict the reactants needed to synthesize it. The reactants are: [CH3:1][O:2]C1C=CC([N+]([O-])=O)=C(C=1)N.[N:13]1[CH:18]=[CH:17][CH:16]=[CH:15][C:14]=1[N:19]1[C:23]2[CH:24]=[CH:25][C:26](C(F)(F)F)=[CH:27][C:22]=2[N:21]=[C:20]1/[CH:32]=[CH:33]/[C:34]1[CH:39]=[CH:38][CH:37]=[CH:36][CH:35]=1.[C:40]([OH:45])(=[O:44])[C:41]([OH:43])=[O:42].